The task is: Predict which catalyst facilitates the given reaction.. This data is from Catalyst prediction with 721,799 reactions and 888 catalyst types from USPTO. (1) Reactant: [OH:1][C:2]1[CH:3]=[C:4]([C:9]([C@@H:11]2[C@:20]3([CH3:21])[C@H:15]([C:16]([CH3:23])([CH3:22])[CH2:17][CH2:18][CH2:19]3)[CH2:14][C:13](=[O:24])[C@H:12]2[CH3:25])=[O:10])[CH:5]=[C:6]([CH3:8])[CH:7]=1.[Li+].[B-](CC)(CC)CC. Product: [OH:1][C:2]1[CH:3]=[C:4]([C:9]([C@@H:11]2[C@:20]3([CH3:21])[CH:15]([C:16]([CH3:23])([CH3:22])[CH2:17][CH2:18][CH2:19]3)[CH2:14][CH:13]([OH:24])[C@@H:12]2[CH3:25])=[O:10])[CH:5]=[C:6]([CH3:8])[CH:7]=1. The catalyst class is: 1. (2) Product: [CH3:1][NH:2][N:3]=[CH:4][C:5]1[CH:10]=[CH:9][CH:8]=[CH:7][CH:6]=1. Reactant: [CH3:1][NH:2][NH2:3].[CH:4](=O)[C:5]1[CH:10]=[CH:9][CH:8]=[CH:7][CH:6]=1. The catalyst class is: 27. (3) Reactant: CS([C:5]1[N:10]=[C:9]([C:11]2[N:15]3[CH:16]=[CH:17][CH:18]=[CH:19][C:14]3=[N:13][C:12]=2[C:20]2[CH:25]=[CH:24][CH:23]=[C:22]([CH3:26])[N:21]=2)[CH:8]=[CH:7][N:6]=1)(=O)=O.[C:27]([O:31][C:32](=[O:38])[NH:33][CH2:34][CH2:35][CH2:36][NH2:37])([CH3:30])([CH3:29])[CH3:28]. Product: [C:27]([O:31][C:32](=[O:38])[NH:33][CH2:34][CH2:35][CH2:36][NH:37][C:5]1[N:10]=[C:9]([C:11]2[N:15]3[CH:16]=[CH:17][CH:18]=[CH:19][C:14]3=[N:13][C:12]=2[C:20]2[CH:25]=[CH:24][CH:23]=[C:22]([CH3:26])[N:21]=2)[CH:8]=[CH:7][N:6]=1)([CH3:30])([CH3:28])[CH3:29]. The catalyst class is: 23. (4) Reactant: F[P-](F)(F)(F)(F)F.N1C2N=CC=C(OC(N(C)C)=[N+](C)C)C=2N=N1.C([O:32][C:33]1[CH:38]=[C:37]([O:39]CC2C=CC=CC=2)[C:36]([Cl:47])=[CH:35][C:34]=1[C:48]1[C:52]([C:53]([OH:55])=O)=[CH:51][N:50](COCC[Si](C)(C)C)[N:49]=1)C1C=CC=CC=1.C(OC1C=C(OCC2C=CC=CC=2)C(Cl)=CC=1N1C=C(C(O)=O)CN1COCC[Si](C)(C)C)C1C=CC=CC=1.[CH3:103][C:104]([C:106]1[CH:111]=[CH:110][C:109]([NH2:112])=[CH:108][CH:107]=1)=[O:105].C(N(C(C)C)CC)(C)C.B(Cl)(Cl)Cl. Product: [C:104]([C:106]1[CH:111]=[CH:110][C:109]([NH:112][C:53]([C:52]2[C:48]([C:34]3[CH:35]=[C:36]([Cl:47])[C:37]([OH:39])=[CH:38][C:33]=3[OH:32])=[N:49][NH:50][CH:51]=2)=[O:55])=[CH:108][CH:107]=1)(=[O:105])[CH3:103]. The catalyst class is: 120.